Dataset: NCI-60 drug combinations with 297,098 pairs across 59 cell lines. Task: Regression. Given two drug SMILES strings and cell line genomic features, predict the synergy score measuring deviation from expected non-interaction effect. (1) Drug 1: CN1CCC(CC1)COC2=C(C=C3C(=C2)N=CN=C3NC4=C(C=C(C=C4)Br)F)OC. Drug 2: CC1CCC2CC(C(=CC=CC=CC(CC(C(=O)C(C(C(=CC(C(=O)CC(OC(=O)C3CCCCN3C(=O)C(=O)C1(O2)O)C(C)CC4CCC(C(C4)OC)O)C)C)O)OC)C)C)C)OC. Cell line: SK-MEL-2. Synergy scores: CSS=22.2, Synergy_ZIP=3.04, Synergy_Bliss=3.74, Synergy_Loewe=-11.4, Synergy_HSA=2.19. (2) Drug 1: CC1=C(C=C(C=C1)NC(=O)C2=CC=C(C=C2)CN3CCN(CC3)C)NC4=NC=CC(=N4)C5=CN=CC=C5. Drug 2: C1CN(CCN1C(=O)CCBr)C(=O)CCBr. Cell line: OVCAR3. Synergy scores: CSS=7.56, Synergy_ZIP=-0.424, Synergy_Bliss=-0.203, Synergy_Loewe=-3.03, Synergy_HSA=-0.321. (3) Drug 1: C1=NC2=C(N1)C(=S)N=C(N2)N. Drug 2: CCCS(=O)(=O)NC1=C(C(=C(C=C1)F)C(=O)C2=CNC3=C2C=C(C=N3)C4=CC=C(C=C4)Cl)F. Cell line: ACHN. Synergy scores: CSS=56.1, Synergy_ZIP=-2.06, Synergy_Bliss=0.109, Synergy_Loewe=-4.44, Synergy_HSA=1.64. (4) Drug 1: CC12CCC(CC1=CCC3C2CCC4(C3CC=C4C5=CN=CC=C5)C)O. Drug 2: CC1=C(C=C(C=C1)NC2=NC=CC(=N2)N(C)C3=CC4=NN(C(=C4C=C3)C)C)S(=O)(=O)N.Cl. Cell line: PC-3. Synergy scores: CSS=3.68, Synergy_ZIP=-1.38, Synergy_Bliss=-0.700, Synergy_Loewe=-1.16, Synergy_HSA=0.0663. (5) Cell line: MOLT-4. Synergy scores: CSS=90.2, Synergy_ZIP=1.44, Synergy_Bliss=1.27, Synergy_Loewe=0.583, Synergy_HSA=2.17. Drug 1: C1=CN(C(=O)N=C1N)C2C(C(C(O2)CO)O)O.Cl. Drug 2: CS(=O)(=O)OCCCCOS(=O)(=O)C. (6) Drug 1: CS(=O)(=O)C1=CC(=C(C=C1)C(=O)NC2=CC(=C(C=C2)Cl)C3=CC=CC=N3)Cl. Drug 2: C1C(C(OC1N2C=C(C(=O)NC2=O)F)CO)O. Cell line: OVCAR3. Synergy scores: CSS=43.9, Synergy_ZIP=13.2, Synergy_Bliss=14.9, Synergy_Loewe=-12.9, Synergy_HSA=13.8. (7) Drug 1: CN(C)N=NC1=C(NC=N1)C(=O)N. Drug 2: CCCS(=O)(=O)NC1=C(C(=C(C=C1)F)C(=O)C2=CNC3=C2C=C(C=N3)C4=CC=C(C=C4)Cl)F. Cell line: SF-268. Synergy scores: CSS=-2.72, Synergy_ZIP=4.05, Synergy_Bliss=2.82, Synergy_Loewe=-51.1, Synergy_HSA=-3.41. (8) Drug 1: CNC(=O)C1=CC=CC=C1SC2=CC3=C(C=C2)C(=NN3)C=CC4=CC=CC=N4. Drug 2: CC1=C2C(C(=O)C3(C(CC4C(C3C(C(C2(C)C)(CC1OC(=O)C(C(C5=CC=CC=C5)NC(=O)C6=CC=CC=C6)O)O)OC(=O)C7=CC=CC=C7)(CO4)OC(=O)C)O)C)OC(=O)C. Cell line: MDA-MB-435. Synergy scores: CSS=61.1, Synergy_ZIP=10.6, Synergy_Bliss=12.3, Synergy_Loewe=-28.6, Synergy_HSA=11.3. (9) Drug 1: C1=CC(=C2C(=C1NCCNCCO)C(=O)C3=C(C=CC(=C3C2=O)O)O)NCCNCCO. Drug 2: CC1=C2C(C(=O)C3(C(CC4C(C3C(C(C2(C)C)(CC1OC(=O)C(C(C5=CC=CC=C5)NC(=O)OC(C)(C)C)O)O)OC(=O)C6=CC=CC=C6)(CO4)OC(=O)C)O)C)O. Cell line: SNB-75. Synergy scores: CSS=54.6, Synergy_ZIP=-4.32, Synergy_Bliss=-2.23, Synergy_Loewe=-1.48, Synergy_HSA=-0.827. (10) Drug 1: C1CN(CCN1C(=O)CCBr)C(=O)CCBr. Drug 2: COCCOC1=C(C=C2C(=C1)C(=NC=N2)NC3=CC=CC(=C3)C#C)OCCOC.Cl. Cell line: K-562. Synergy scores: CSS=22.2, Synergy_ZIP=-8.28, Synergy_Bliss=-5.62, Synergy_Loewe=-5.03, Synergy_HSA=-5.63.